This data is from Forward reaction prediction with 1.9M reactions from USPTO patents (1976-2016). The task is: Predict the product of the given reaction. Given the reactants [C:13](O[AlH-](O[C:13]([CH3:16])([CH3:15])[CH3:14])O[C:13]([CH3:16])([CH3:15])[CH3:14])([CH3:16])([CH3:15])[CH3:14].[Li+].[OH2:18].[C:19]([O:22][CH2:23][CH3:24])(=[O:21])C, predict the reaction product. The product is: [CH2:23]([O:22][C:19]([C:13]1([CH2:14][OH:18])[CH2:15][CH2:16]1)=[O:21])[CH3:24].